From a dataset of Full USPTO retrosynthesis dataset with 1.9M reactions from patents (1976-2016). Predict the reactants needed to synthesize the given product. The reactants are: BrC(Br)C.C[Si](Cl)(C)C.[CH2:10]([O:12][C:13](=[O:16])[CH2:14]Br)C.[O:17]=[C:18]1[CH2:23][CH2:22][N:21]([C:24]([O:26][CH2:27][C:28]2[CH:33]=[CH:32][CH:31]=[CH:30][CH:29]=2)=[O:25])[CH2:20][CH2:19]1. Given the product [OH:17][C:18]1([CH2:14][C:13]([O:12][CH3:10])=[O:16])[CH2:19][CH2:20][N:21]([C:24]([O:26][CH2:27][C:28]2[CH:33]=[CH:32][CH:31]=[CH:30][CH:29]=2)=[O:25])[CH2:22][CH2:23]1, predict the reactants needed to synthesize it.